Dataset: NCI-60 drug combinations with 297,098 pairs across 59 cell lines. Task: Regression. Given two drug SMILES strings and cell line genomic features, predict the synergy score measuring deviation from expected non-interaction effect. (1) Drug 1: CS(=O)(=O)C1=CC(=C(C=C1)C(=O)NC2=CC(=C(C=C2)Cl)C3=CC=CC=N3)Cl. Drug 2: CC1=C2C(C(=O)C3(C(CC4C(C3C(C(C2(C)C)(CC1OC(=O)C(C(C5=CC=CC=C5)NC(=O)C6=CC=CC=C6)O)O)OC(=O)C7=CC=CC=C7)(CO4)OC(=O)C)O)C)OC(=O)C. Cell line: SN12C. Synergy scores: CSS=51.1, Synergy_ZIP=6.32, Synergy_Bliss=6.31, Synergy_Loewe=-45.9, Synergy_HSA=6.40. (2) Drug 1: COC1=CC(=CC(=C1O)OC)C2C3C(COC3=O)C(C4=CC5=C(C=C24)OCO5)OC6C(C(C7C(O6)COC(O7)C8=CC=CS8)O)O. Drug 2: CC1C(C(CC(O1)OC2CC(CC3=C2C(=C4C(=C3O)C(=O)C5=C(C4=O)C(=CC=C5)OC)O)(C(=O)C)O)N)O.Cl. Cell line: NCI-H226. Synergy scores: CSS=28.9, Synergy_ZIP=-6.01, Synergy_Bliss=3.63, Synergy_Loewe=4.53, Synergy_HSA=5.55. (3) Drug 1: CN(C)N=NC1=C(NC=N1)C(=O)N. Drug 2: C1=CC=C(C=C1)NC(=O)CCCCCCC(=O)NO. Cell line: CCRF-CEM. Synergy scores: CSS=40.4, Synergy_ZIP=-5.53, Synergy_Bliss=-5.74, Synergy_Loewe=-3.21, Synergy_HSA=-2.65.